This data is from Reaction yield outcomes from USPTO patents with 853,638 reactions. The task is: Predict the reaction yield, written as a fraction of the theoretical maximum amount of product (1.0 means a 100% yield; for example, 0.34 means a 34% yield). The reactants are [Br:1][C:2]1[C:3]([N:18]2[CH2:22][CH2:21][C@@H:20]([NH:23]C(=O)OC(C)(C)C)[CH2:19]2)=[C:4]2[C:10]([NH:11][C:12](=[O:17])[C@H:13]([O:15][CH3:16])[CH3:14])=[CH:9][NH:8][C:5]2=[N:6][CH:7]=1.C(O)(C(F)(F)F)=O.C(Cl)[Cl:39]. No catalyst specified. The product is [ClH:39].[NH2:23][C@@H:20]1[CH2:21][CH2:22][N:18]([C:3]2[C:2]([Br:1])=[CH:7][N:6]=[C:5]3[NH:8][CH:9]=[C:10]([NH:11][C:12](=[O:17])[C@H:13]([O:15][CH3:16])[CH3:14])[C:4]=23)[CH2:19]1. The yield is 0.780.